From a dataset of Full USPTO retrosynthesis dataset with 1.9M reactions from patents (1976-2016). Predict the reactants needed to synthesize the given product. (1) Given the product [C:12]([O:11][C:9](=[O:10])[NH:8][C:5]1[CH:4]=[CH:3][C:2]([I:1])=[CH:7][N:6]=1)([CH3:15])([CH3:14])[CH3:13], predict the reactants needed to synthesize it. The reactants are: [I:1][C:2]1[CH:3]=[CH:4][C:5]([NH2:8])=[N:6][CH:7]=1.[C:9](O[C:9]([O:11][C:12]([CH3:15])([CH3:14])[CH3:13])=[O:10])([O:11][C:12]([CH3:15])([CH3:14])[CH3:13])=[O:10]. (2) Given the product [Br:9][C:5]1[C:6]([CH3:8])=[CH:7][C:2]([N:16]2[CH2:17][CH2:18][N:13]([CH:10]([CH3:12])[CH3:11])[CH2:14][CH2:15]2)=[N:3][CH:4]=1, predict the reactants needed to synthesize it. The reactants are: Br[C:2]1[CH:7]=[C:6]([CH3:8])[C:5]([Br:9])=[CH:4][N:3]=1.[CH:10]([N:13]1[CH2:18][CH2:17][NH:16][CH2:15][CH2:14]1)([CH3:12])[CH3:11].N1C=CC=CC=1. (3) Given the product [CH3:14][C:5]([C:7]1[CH:8]=[CH:9][C:10]([CH3:13])=[CH:11][CH:12]=1)([CH3:6])[CH2:4][OH:3], predict the reactants needed to synthesize it. The reactants are: C([O:3][C:4](=O)[C:5]([CH3:14])([C:7]1[CH:12]=[CH:11][C:10]([CH3:13])=[CH:9][CH:8]=1)[CH3:6])C.[H-].[Al+3].[Li+].[H-].[H-].[H-]. (4) The reactants are: [CH:1]([C:4]1[CH:5]=[CH:6][C:7]([C:12]2[CH:21]=[CH:20][C:19]3[C:14](=[CH:15][CH:16]=[C:17]([CH:22]([CH3:24])[CH3:23])[CH:18]=3)[CH:13]=2)=[C:8]([CH:11]=1)C=O)([CH3:3])[CH3:2].[Cl-].[CH3:26][O:27][CH2:28][P+](C1C=CC=CC=1)(C1C=CC=CC=1)C1C=CC=CC=1.[C:48](O[K])(C)(C)C. Given the product [CH:22]([C:17]1[CH:16]=[CH:15][C:14]2[C:19](=[CH:20][CH:21]=[C:12]([C:7]3[CH:6]=[CH:5][C:4]([CH:1]([CH3:3])[CH3:2])=[CH:11][C:8]=3[CH:48]=[CH:28][O:27][CH3:26])[CH:13]=2)[CH:18]=1)([CH3:23])[CH3:24], predict the reactants needed to synthesize it. (5) Given the product [Cl:1][C:2]1[CH:3]=[C:4]([C:30]2[CH2:31][CH2:32][C:33](=[O:36])[NH:34][N:35]=2)[CH:5]=[CH:6][C:7]=1[O:8][CH2:9][C:10]([N:12]1[CH2:13][CH2:14][CH:15]([NH:18][CH2:19][C@H:20]([OH:29])[CH2:21][O:22][C:23]2[CH:24]=[CH:25][CH:26]=[CH:27][C:28]=2[F:37])[CH2:16][CH2:17]1)=[O:11], predict the reactants needed to synthesize it. The reactants are: [Cl:1][C:2]1[CH:3]=[C:4]([C:30]2[CH2:31][CH2:32][C:33](=[O:36])[NH:34][N:35]=2)[CH:5]=[CH:6][C:7]=1[O:8][CH2:9][C:10]([N:12]1[CH2:17][CH2:16][CH:15]([NH:18][CH2:19][C@H:20]([OH:29])[CH2:21][O:22][C:23]2[CH:28]=[CH:27][CH:26]=[CH:25][CH:24]=2)[CH2:14][CH2:13]1)=[O:11].[F:37]C1C=CC=CC=1O. (6) Given the product [S:2]([C:5]([C:8]([C:11]([C:14]([O:17][C:18]([C:24]([O:27][CH3:28])([F:26])[F:25])([C:20]([F:23])([F:22])[F:21])[F:19])([F:16])[F:15])([F:13])[F:12])([F:10])[F:9])([F:7])[F:6])([O:29][Li:31])(=[O:4])=[O:3], predict the reactants needed to synthesize it. The reactants are: F[S:2]([C:5]([C:8]([C:11]([C:14]([O:17][C:18]([C:24]([O:27][CH3:28])([F:26])[F:25])([C:20]([F:23])([F:22])[F:21])[F:19])([F:16])[F:15])([F:13])[F:12])([F:10])[F:9])([F:7])[F:6])(=[O:4])=[O:3].[OH2:29].[OH-].[Li+:31]. (7) Given the product [F:37][CH:26]([F:25])[O:27][C:28]1[CH:29]=[C:30]([S:34]([C:2]2[CH:3]=[CH:4][C:5]([CH3:24])=[C:6]([N:8]3[CH2:13][CH2:12][N:11]([S:14]([C:17]4[CH:22]=[CH:21][C:20]([CH3:23])=[CH:19][CH:18]=4)(=[O:16])=[O:15])[CH2:10][CH2:9]3)[CH:7]=2)(=[O:36])=[O:35])[CH:31]=[CH:32][CH:33]=1, predict the reactants needed to synthesize it. The reactants are: I[C:2]1[CH:3]=[CH:4][C:5]([CH3:24])=[C:6]([N:8]2[CH2:13][CH2:12][N:11]([S:14]([C:17]3[CH:22]=[CH:21][C:20]([CH3:23])=[CH:19][CH:18]=3)(=[O:16])=[O:15])[CH2:10][CH2:9]2)[CH:7]=1.[F:25][CH:26]([F:37])[O:27][C:28]1[CH:29]=[C:30]([S:34]([O-:36])=[O:35])[CH:31]=[CH:32][CH:33]=1.[Na+].C(=O)([O-])[O-].[Cs+].[Cs+]. (8) Given the product [I:12][C:7]1[C:6](=[O:13])[C:5]2[C:10](=[CH:11][C:2]([O:1][CH2:15][C:16]3[S:20][C:19]([C:21]4[CH:22]=[CH:23][C:24]([C:27]([F:30])([F:28])[F:29])=[CH:25][CH:26]=4)=[N:18][C:17]=3[CH3:31])=[CH:3][CH:4]=2)[O:9][CH:8]=1, predict the reactants needed to synthesize it. The reactants are: [OH:1][C:2]1[CH:11]=[C:10]2[C:5]([C:6](=[O:13])[C:7]([I:12])=[CH:8][O:9]2)=[CH:4][CH:3]=1.Cl[CH2:15][C:16]1[S:20][C:19]([C:21]2[CH:26]=[CH:25][C:24]([C:27]([F:30])([F:29])[F:28])=[CH:23][CH:22]=2)=[N:18][C:17]=1[CH3:31].[I-].[Na+].C(=O)([O-])[O-].[K+].[K+].